Task: Predict the reactants needed to synthesize the given product.. Dataset: Full USPTO retrosynthesis dataset with 1.9M reactions from patents (1976-2016) Given the product [OH:9][C@:10]1([CH3:73])[C@H:14]([OH:15])[C@@H:13]([CH2:24][OH:25])[O:12][C@H:11]1[N:34]1[CH:42]=[N:41][C:40]2[C:35]1=[N:36][C:37]([N:58]([C:66]([O:68][C:69]([CH3:72])([CH3:71])[CH3:70])=[O:67])[C:59](=[O:60])[O:61][C:62]([CH3:65])([CH3:64])[CH3:63])=[N:38][C:39]=2[N:43]([C:44]([O:46][C:47]([CH3:48])([CH3:49])[CH3:50])=[O:45])[C:51](=[O:52])[O:53][C:54]([CH3:55])([CH3:57])[CH3:56], predict the reactants needed to synthesize it. The reactants are: C([O:9][C@:10]1([CH3:73])[C@H:14]([O:15]C(=O)C2C=CC=CC=2)[C@@H:13]([CH2:24][O:25]C(=O)C2C=CC=CC=2)[O:12][C@H:11]1[N:34]1[CH:42]=[N:41][C:40]2[C:35]1=[N:36][C:37]([N:58]([C:66]([O:68][C:69]([CH3:72])([CH3:71])[CH3:70])=[O:67])[C:59]([O:61][C:62]([CH3:65])([CH3:64])[CH3:63])=[O:60])=[N:38][C:39]=2[N:43]([C:51]([O:53][C:54]([CH3:57])([CH3:56])[CH3:55])=[O:52])[C:44]([O:46][C:47]([CH3:50])([CH3:49])[CH3:48])=[O:45])(=O)C1C=CC=CC=1.C[O-].[Na+].